From a dataset of Peptide-MHC class II binding affinity with 134,281 pairs from IEDB. Regression. Given a peptide amino acid sequence and an MHC pseudo amino acid sequence, predict their binding affinity value. This is MHC class II binding data. (1) The peptide sequence is RQLIKTDISMSMPKF. The MHC is DRB1_0301 with pseudo-sequence DRB1_0301. The binding affinity (normalized) is 0.605. (2) The peptide sequence is FFTLGSITAQPVKID. The MHC is DRB1_1501 with pseudo-sequence DRB1_1501. The binding affinity (normalized) is 0.348. (3) The peptide sequence is VQDPKFWELVDEERK. The MHC is HLA-DQA10102-DQB10501 with pseudo-sequence HLA-DQA10102-DQB10501. The binding affinity (normalized) is 0.269. (4) The peptide sequence is MKNIFMLTLFILIIT. The MHC is HLA-DPA10103-DPB10301 with pseudo-sequence HLA-DPA10103-DPB10301. The binding affinity (normalized) is 0.270. (5) The peptide sequence is NMFVSDQVGDRNPYE. The MHC is DRB1_0101 with pseudo-sequence DRB1_0101. The binding affinity (normalized) is 0. (6) The peptide sequence is EVLFRLENHAETLRA. The MHC is DRB1_1302 with pseudo-sequence DRB1_1302. The binding affinity (normalized) is 0.785. (7) The peptide sequence is FLLSYGEKDFEDYRF. The MHC is HLA-DPA10103-DPB10401 with pseudo-sequence HLA-DPA10103-DPB10401. The binding affinity (normalized) is 0.396. (8) The peptide sequence is TRRFLPQILAECARR. The MHC is HLA-DQA10201-DQB10402 with pseudo-sequence HLA-DQA10201-DQB10402. The binding affinity (normalized) is 0.648. (9) The peptide sequence is IVVGRGEQQINHHWHK. The MHC is DRB1_0401 with pseudo-sequence DRB1_0401. The binding affinity (normalized) is 0.